Dataset: Full USPTO retrosynthesis dataset with 1.9M reactions from patents (1976-2016). Task: Predict the reactants needed to synthesize the given product. (1) Given the product [CH3:16][O:17][C:18]([C:20]1([C:25]2[CH:26]=[CH:27][C:28]([NH:31][C:2]3[C:7]4[CH2:8][CH2:9][CH2:10][C:6]=4[N:5]=[C:4]([CH:11]4[CH2:15][CH2:14][CH2:13][CH2:12]4)[N:3]=3)=[CH:29][CH:30]=2)[CH2:21][CH2:22][CH2:23][CH2:24]1)=[O:19], predict the reactants needed to synthesize it. The reactants are: Cl[C:2]1[C:7]2[CH2:8][CH2:9][CH2:10][C:6]=2[N:5]=[C:4]([CH:11]2[CH2:15][CH2:14][CH2:13][CH2:12]2)[N:3]=1.[CH3:16][O:17][C:18]([C:20]1([C:25]2[CH:30]=[CH:29][C:28]([NH2:31])=[CH:27][CH:26]=2)[CH2:24][CH2:23][CH2:22][CH2:21]1)=[O:19]. (2) Given the product [C:1]([O:9][C:10]1[CH:11]=[CH:12][C:13]([O:16][C:22]2[CH2:21][C:20](=[C:24]=[O:25])[CH:19]=[CH:18][CH:23]=2)=[CH:14][CH:15]=1)(=[O:8])[C:2]1[CH:3]=[CH:4][CH:5]=[CH:6][CH:7]=1.[OH:16][C:13]1[CH:12]=[CH:11][C:10]([O:9][C:1]2[CH:2]=[C:7]([CH:26]=[O:27])[CH:6]=[CH:5][CH:4]=2)=[CH:15][CH:14]=1, predict the reactants needed to synthesize it. The reactants are: [C:1]([O:9][C:10]1[CH:15]=[CH:14][C:13]([OH:16])=[CH:12][CH:11]=1)(=[O:8])[C:2]1[CH:7]=[CH:6][CH:5]=[CH:4][CH:3]=1.Br[C:18]1[CH:19]=[C:20]([CH:24]=[O:25])[CH:21]=[CH:22][CH:23]=1.[C:26](=O)([O-])[O-:27].[K+].[K+]. (3) Given the product [Br:1][C:2]1[CH:7]=[C:6]([F:8])[CH:5]=[C:4]([N+:9]([O-:11])=[O:10])[C:3]=1[CH:12]=[C:27]([N:21]1[CH2:25][CH2:24][CH2:23][CH2:22]1)[CH3:28], predict the reactants needed to synthesize it. The reactants are: [Br:1][C:2]1[CH:7]=[C:6]([F:8])[CH:5]=[C:4]([N+:9]([O-:11])=[O:10])[C:3]=1[CH3:12].CN(C(OC)OC)C.[NH:21]1[CH2:25][CH2:24][CH2:23][CH2:22]1.O1CCO[CH2:28][CH2:27]1.